The task is: Predict the product of the given reaction.. This data is from Forward reaction prediction with 1.9M reactions from USPTO patents (1976-2016). (1) Given the reactants [Br:1][C:2]1[CH:3]=[C:4]([CH:12]=[CH:13][CH:14]=1)[O:5][CH2:6][CH2:7][CH2:8][C:9]([OH:11])=O, predict the reaction product. The product is: [Br:1][C:2]1[CH:14]=[CH:13][C:12]2[C:9](=[O:11])[CH2:8][CH2:7][CH2:6][O:5][C:4]=2[CH:3]=1. (2) Given the reactants [CH3:1][O:2][C:3]1[CH:8]=[CH:7][C:6]([C:9]2[CH:10]=[C:11]3[C:15](=[CH:16][CH:17]=2)[C:14](=[O:18])[CH2:13][CH2:12]3)=[CH:5][CH:4]=1.[F:19]C1C=C(B(O)O)C=CC=1OC, predict the reaction product. The product is: [F:19][C:8]1[CH:7]=[C:6]([C:9]2[CH:10]=[C:11]3[C:15](=[CH:16][CH:17]=2)[C:14](=[O:18])[CH2:13][CH2:12]3)[CH:5]=[CH:4][C:3]=1[O:2][CH3:1]. (3) Given the reactants [Br:1][CH2:2][C:3]([C:5]1[CH:10]=[CH:9][CH:8]=[C:7]([NH:11][S:12]([CH3:15])(=[O:14])=[O:13])[CH:6]=1)=[O:4], predict the reaction product. The product is: [Br:1][CH2:2][CH:3]([C:5]1[CH:6]=[C:7]([NH:11][S:12]([CH3:15])(=[O:14])=[O:13])[CH:8]=[CH:9][CH:10]=1)[OH:4]. (4) The product is: [CH3:26][O:25][C:22]1[CH:21]=[C:17]2[C:16]([C:13]([CH3:15])([CH3:14])[C:5]3[O:4][C:8]4[CH:9]=[CH:10][CH:11]=[CH:12][C:7]=4[C:6]=3[C:18]2=[O:20])=[CH:24][CH:23]=1. Given the reactants C(Cl)Cl.[O:4]1[C:8]2[CH:9]=[CH:10][CH:11]=[CH:12][C:7]=2[CH:6]=[C:5]1[C:13]([C:16]1[CH:24]=[CH:23][C:22]([O:25][CH3:26])=[CH:21][C:17]=1[C:18]([OH:20])=O)([CH3:15])[CH3:14].FC(F)(F)C(OC(=O)C(F)(F)F)=O, predict the reaction product. (5) Given the reactants [CH2:1]([N:3]1[C:8]2[N:9]=[C:10](O)[N:11]=[C:12]([CH3:13])[C:7]=2[CH:6]=[CH:5][C:4]1=[O:15])[CH3:2].C1CN([P+](ON2N=NC3C=CC=CC2=3)(N2CCCC2)N2CCCC2)CC1.F[P-](F)(F)(F)(F)F.[CH:49]1[C:54]([NH2:55])=[CH:53][CH:52]=[C:51]([NH2:56])[CH:50]=1.CCN(C(C)C)C(C)C, predict the reaction product. The product is: [NH2:55][C:54]1[CH:49]=[CH:50][C:51]([NH:56][C:10]2[N:11]=[C:12]([CH3:13])[C:7]3[CH:6]=[CH:5][C:4](=[O:15])[N:3]([CH2:1][CH3:2])[C:8]=3[N:9]=2)=[CH:52][CH:53]=1. (6) Given the reactants [F:1][C:2]1[CH:32]=[C:31]([N+:33]([O-])=O)[CH:30]=[CH:29][C:3]=1[O:4][C:5]1[CH:10]=[CH:9][N:8]=[C:7]2[CH:11]=[C:12]([C:14]3[CH:15]=[N:16][C:17](=[O:28])[N:18]([CH2:20][CH2:21][N:22]4[CH2:27][CH2:26][O:25][CH2:24][CH2:23]4)[CH:19]=3)[S:13][C:6]=12.[NH4+].[Cl-], predict the reaction product. The product is: [NH2:33][C:31]1[CH:30]=[CH:29][C:3]([O:4][C:5]2[CH:10]=[CH:9][N:8]=[C:7]3[CH:11]=[C:12]([C:14]4[CH:15]=[N:16][C:17](=[O:28])[N:18]([CH2:20][CH2:21][N:22]5[CH2:23][CH2:24][O:25][CH2:26][CH2:27]5)[CH:19]=4)[S:13][C:6]=23)=[C:2]([F:1])[CH:32]=1. (7) Given the reactants [S:1](=[O:5])(=O)([OH:3])[OH:2].[CH:6]1([P:12]([CH:25]2[CH2:30][CH2:29][CH2:28][CH2:27][CH2:26]2)[CH:13]2[CH2:18][CH2:17][CH:16]([C:19]3[CH:24]=[CH:23][CH:22]=[CH:21][CH:20]=3)[CH2:15][CH2:14]2)[CH2:11][CH2:10][CH2:9][CH2:8][CH2:7]1, predict the reaction product. The product is: [CH:25]1([P:12]([CH:6]2[CH2:7][CH2:8][CH2:9][CH2:10][CH2:11]2)[CH:13]2[CH2:14][CH2:15][CH:16]([C:19]3[CH:20]=[CH:21][C:22]([S:1]([OH:3])(=[O:5])=[O:2])=[CH:23][CH:24]=3)[CH2:17][CH2:18]2)[CH2:26][CH2:27][CH2:28][CH2:29][CH2:30]1. (8) Given the reactants S(Cl)(Cl)(=O)=O.[OH:6][C:7]1[CH:15]=[CH:14][C:10]([C:11]([OH:13])=[O:12])=[C:9]([C:16]2[CH:21]=[CH:20][C:19]([F:22])=[CH:18][CH:17]=2)[CH:8]=1.[CH3:23]O, predict the reaction product. The product is: [CH3:15][CH2:7][CH2:8][CH:9]([CH3:16])[CH3:10].[OH:6][C:7]1[CH:15]=[CH:14][C:10]([C:11]([O:13][CH3:23])=[O:12])=[C:9]([C:16]2[CH:21]=[CH:20][C:19]([F:22])=[CH:18][CH:17]=2)[CH:8]=1. (9) Given the reactants [NH2:1][C:2](=[O:26])[CH2:3][CH:4]1[CH:10]([C:11]2[CH:16]=[CH:15][C:14]([Cl:17])=[C:13]([Cl:18])[CH:12]=2)[O:9][CH2:8][CH2:7][N:6](C(OC(C)(C)C)=O)[CH2:5]1.Cl.C(O)C.C(=O)([O-])O.[Na+], predict the reaction product. The product is: [ClH:17].[Cl:18][C:13]1[CH:12]=[C:11]([CH:10]2[O:9][CH2:8][CH2:7][NH:6][CH2:5][CH:4]2[CH2:3][C:2]([NH2:1])=[O:26])[CH:16]=[CH:15][C:14]=1[Cl:17]. (10) Given the reactants [C:1]([O:5][C:6](=[O:21])[CH2:7][C:8](=O)[C:9]([C:12]1[CH:17]=[CH:16][CH:15]=[C:14]([O:18][CH3:19])[N:13]=1)([CH3:11])[CH3:10])([CH3:4])([CH3:3])[CH3:2].Cl[C:23]1[CH:30]=[CH:29][C:26]([C:27]#[N:28])=[CH:25][C:24]=1[N+:31]([O-])=O, predict the reaction product. The product is: [C:1]([O:5][C:6]([C:7]1[C:23]2[C:24](=[CH:25][C:26]([C:27]#[N:28])=[CH:29][CH:30]=2)[NH:31][C:8]=1[C:9]([C:12]1[CH:17]=[CH:16][CH:15]=[C:14]([O:18][CH3:19])[N:13]=1)([CH3:11])[CH3:10])=[O:21])([CH3:4])([CH3:3])[CH3:2].